Dataset: Forward reaction prediction with 1.9M reactions from USPTO patents (1976-2016). Task: Predict the product of the given reaction. Given the reactants [OH:1][N:2]=[C:3](Cl)[C:4]1[CH:9]=[CH:8][CH:7]=[C:6]([C:10]([F:13])([F:12])[F:11])[CH:5]=1.[C:15]([O:19][CH3:20])(=[O:18])[CH:16]=[CH2:17], predict the reaction product. The product is: [F:11][C:10]([F:13])([F:12])[C:6]1[CH:5]=[C:4]([C:3]2[CH2:17][CH:16]([C:15]([O:19][CH3:20])=[O:18])[O:1][N:2]=2)[CH:9]=[CH:8][CH:7]=1.